Task: Regression. Given two drug SMILES strings and cell line genomic features, predict the synergy score measuring deviation from expected non-interaction effect.. Dataset: NCI-60 drug combinations with 297,098 pairs across 59 cell lines Drug 1: C1=C(C(=O)NC(=O)N1)N(CCCl)CCCl. Drug 2: CC(C)NC(=O)C1=CC=C(C=C1)CNNC.Cl. Cell line: MCF7. Synergy scores: CSS=23.5, Synergy_ZIP=-0.444, Synergy_Bliss=-2.13, Synergy_Loewe=-10.9, Synergy_HSA=-1.96.